Dataset: Reaction yield outcomes from USPTO patents with 853,638 reactions. Task: Predict the reaction yield, written as a fraction of the theoretical maximum amount of product (1.0 means a 100% yield; for example, 0.34 means a 34% yield). The reactants are Br[C:2]1[CH:3]=[CH:4][C:5]2[C:14]3[C:9](=[C:10]4[CH:18]=[CH:17][C:16]([C:19]5[NH:23][C:22]([C@@H:24]6[CH2:28][CH2:27][CH2:26][N:25]6[C:29](=[O:39])[C@@H:30]([NH:34][C:35](=[O:38])[O:36][CH3:37])[CH:31]([CH3:33])[CH3:32])=[N:21][CH:20]=5)=[CH:15][C:11]4=[CH:12][CH:13]=3)[O:8][CH2:7][C:6]=2[CH:40]=1.B1(B2OC(C)(C)C(C)(C)O2)OC(C)(C)C(C)(C)O1.C([O-])(=O)C.[K+].Br[C:65]1[NH:69][C:68]([C@@H:70]2[CH2:74][CH2:73][CH2:72][N:71]2[C:75]([O:77][C:78]([CH3:81])([CH3:80])[CH3:79])=[O:76])=[N:67][CH:66]=1.C(=O)([O-])[O-].[K+].[K+]. The catalyst is O1CCOCC1.C1C=CC(P(C2C=CC=CC=2)[C-]2C=CC=C2)=CC=1.C1C=CC(P(C2C=CC=CC=2)[C-]2C=CC=C2)=CC=1.Cl[Pd]Cl.[Fe+2].C1C=CC([P]([Pd]([P](C2C=CC=CC=2)(C2C=CC=CC=2)C2C=CC=CC=2)([P](C2C=CC=CC=2)(C2C=CC=CC=2)C2C=CC=CC=2)[P](C2C=CC=CC=2)(C2C=CC=CC=2)C2C=CC=CC=2)(C2C=CC=CC=2)C2C=CC=CC=2)=CC=1.O.CS(C)=O. The product is [CH3:37][O:36][C:35]([NH:34][C@@H:30]([CH:31]([CH3:32])[CH3:33])[C:29]([N:25]1[CH2:26][CH2:27][CH2:28][C@H:24]1[C:22]1[NH:23][C:19]([C:16]2[CH:17]=[CH:18][C:10]3[C:11]([CH:15]=2)=[CH:12][CH:13]=[C:14]2[C:9]=3[O:8][CH2:7][C:6]3[CH:40]=[C:2]([C:65]4[NH:69][C:68]([C@@H:70]5[CH2:74][CH2:73][CH2:72][N:71]5[C:75]([O:77][C:78]([CH3:81])([CH3:80])[CH3:79])=[O:76])=[N:67][CH:66]=4)[CH:3]=[CH:4][C:5]2=3)=[CH:20][N:21]=1)=[O:39])=[O:38]. The yield is 0.250.